Dataset: Reaction yield outcomes from USPTO patents with 853,638 reactions. Task: Predict the reaction yield, written as a fraction of the theoretical maximum amount of product (1.0 means a 100% yield; for example, 0.34 means a 34% yield). (1) The reactants are [CH2:1]([N:3]1[CH2:8][CH2:7][C:6]([CH2:10][O:11][C:12]2[C:20]3[C:19]4[CH:21]=[C:22]([C:25]#[N:26])[N:23]=[CH:24][C:18]=4[N:17](COCC[Si](C)(C)C)[C:16]=3[N:15]=[CH:14][CH:13]=2)([CH3:9])[CH2:5][CH2:4]1)[CH3:2].Br.[OH-].[Na+].Cl. The catalyst is O1CCOCC1. The product is [CH2:1]([N:3]1[CH2:8][CH2:7][C:6]([CH2:10][O:11][C:12]2[C:20]3[C:19]4[CH:21]=[C:22]([C:25]#[N:26])[N:23]=[CH:24][C:18]=4[NH:17][C:16]=3[N:15]=[CH:14][CH:13]=2)([CH3:9])[CH2:5][CH2:4]1)[CH3:2]. The yield is 0.300. (2) The reactants are [F:1][C:2]1[CH:7]=[CH:6][CH:5]=[CH:4][C:3]=1[C:8]1[N:9]=[N:10][N:11]([CH3:24])[C:12]=1[CH2:13][O:14][C:15]1[CH:23]=[CH:22][C:18]([C:19]([OH:21])=O)=[CH:17][N:16]=1.CN(C(ON1N=NC2C=CC=CC1=2)=[N+](C)C)C.[B-](F)(F)(F)F.CCN(C(C)C)C(C)C.[NH2:56][CH:57]1[CH2:62][CH2:61][O:60][CH2:59][CH2:58]1. The catalyst is CN(C=O)C. The product is [F:1][C:2]1[CH:7]=[CH:6][CH:5]=[CH:4][C:3]=1[C:8]1[N:9]=[N:10][N:11]([CH3:24])[C:12]=1[CH2:13][O:14][C:15]1[CH:23]=[CH:22][C:18]([C:19]([NH:56][CH:57]2[CH2:62][CH2:61][O:60][CH2:59][CH2:58]2)=[O:21])=[CH:17][N:16]=1. The yield is 0.880. (3) The reactants are [C:1]([N:9]1[CH:14]=[C:13]([CH3:15])[C:12]([C:16]([O:18]CC)=[O:17])=[C:11]([CH3:21])[C:10]1=[O:22])(=O)[C:2]1[CH:7]=[CH:6][CH:5]=[CH:4][CH:3]=1.[OH-].[K+].[CH3:25]O.O. No catalyst specified. The product is [CH3:21][C:11]1[C:10](=[O:22])[N:9]([CH:1]([C:2]2[CH:3]=[CH:4][CH:5]=[CH:6][CH:7]=2)[CH3:25])[CH:14]=[C:13]([CH3:15])[C:12]=1[C:16]([OH:18])=[O:17]. The yield is 0.0730. (4) The reactants are [F:1][C:2]1[CH:3]=[CH:4][C:5]([C@@H:8]([NH:10][C:11]2[CH:16]=[N:15][CH:14]=[C:13]([NH:17][C:18]3[C:19]([O:24]C)=[N:20][CH:21]=[CH:22][CH:23]=3)[N:12]=2)[CH3:9])=[N:6][CH:7]=1. The catalyst is Br. The product is [F:1][C:2]1[CH:3]=[CH:4][C:5]([C@@H:8]([NH:10][C:11]2[N:12]=[C:13]([NH:17][C:18]3[C:19](=[O:24])[NH:20][CH:21]=[CH:22][CH:23]=3)[CH:14]=[N:15][CH:16]=2)[CH3:9])=[N:6][CH:7]=1. The yield is 0.680. (5) The reactants are [CH2:1]([O:4][C:5]1[CH:14]=[C:13]2[C:8]([CH:9]=[C:10]([C:19]([O:21][CH2:22][CH3:23])=[O:20])[CH:11]([C:15]([F:18])([F:17])[F:16])[O:12]2)=[CH:7][CH:6]=1)[CH2:2][CH3:3].[Cl:24]Cl. The catalyst is C(O)(=O)C.[Zn]. The product is [Cl:24][C:6]1[CH:7]=[C:8]2[C:13](=[CH:14][C:5]=1[O:4][CH2:1][CH2:2][CH3:3])[O:12][CH:11]([C:15]([F:18])([F:16])[F:17])[C:10]([C:19]([O:21][CH2:22][CH3:23])=[O:20])=[CH:9]2. The yield is 0.690. (6) The reactants are [C:1]([O:4][CH2:5][C:6]1([C:12]2[O:13][C:14]([C:25]3[CH:30]=[CH:29][C:28]([O:31][CH3:32])=[CH:27][CH:26]=3)=[C:15]([C:17]3[CH:22]=[CH:21][C:20]([O:23][CH3:24])=[CH:19][CH:18]=3)[N:16]=2)[CH2:11][CH2:10][NH:9][CH2:8][CH2:7]1)(=[O:3])[CH3:2].ClC(Cl)(O[C:37](=[O:43])OC(Cl)(Cl)Cl)Cl.C(N(CC)CC)C.Cl.[CH3:53][NH:54][OH:55]. The catalyst is O1CCCC1. The product is [C:1]([O:4][CH2:5][C:6]1([C:12]2[O:13][C:14]([C:25]3[CH:26]=[CH:27][C:28]([O:31][CH3:32])=[CH:29][CH:30]=3)=[C:15]([C:17]3[CH:22]=[CH:21][C:20]([O:23][CH3:24])=[CH:19][CH:18]=3)[N:16]=2)[CH2:11][CH2:10][N:9]([C:37](=[O:43])[N:54]([OH:55])[CH3:53])[CH2:8][CH2:7]1)(=[O:3])[CH3:2]. The yield is 0.840.